Task: Predict the reactants needed to synthesize the given product.. Dataset: Full USPTO retrosynthesis dataset with 1.9M reactions from patents (1976-2016) (1) The reactants are: [CH2:1]=[O:2].[CH3:3][S-:4].[Na+].N1C=CC=CC=1.[C:12](Cl)(Cl)=[O:13].C1(C)C=CC=CC=1.[CH3:23][NH:24][C:25]1[S:26][C:27]([C:30]2[CH:31]=[N:32][CH:33]=[CH:34][CH:35]=2)=[N:28][N:29]=1. Given the product [CH3:23][N:24]([C:25]1[S:26][C:27]([C:30]2[CH:31]=[N:32][CH:33]=[CH:34][CH:35]=2)=[N:28][N:29]=1)[C:12](=[O:13])[O:2][CH2:1][S:4][CH3:3], predict the reactants needed to synthesize it. (2) Given the product [Cl:23][C:5]1[N:4]([C:7]2[C:8]([F:15])=[CH:9][C:10]([F:14])=[CH:11][C:12]=2[F:13])[C:3]([N:16]2[CH2:21][CH2:20][CH:19]([CH3:22])[CH2:18][CH2:17]2)=[C:2]([Cl:1])[N:6]=1, predict the reactants needed to synthesize it. The reactants are: [Cl:1][C:2]1[N:6]=[CH:5][N:4]([C:7]2[C:12]([F:13])=[CH:11][C:10]([F:14])=[CH:9][C:8]=2[F:15])[C:3]=1[N:16]1[CH2:21][CH2:20][CH:19]([CH3:22])[CH2:18][CH2:17]1.[Cl:23]N1C(=O)CCC1=O. (3) Given the product [F:1][C:2]1[C:7]([O:8][CH2:14][C:15]2[S:16][C:17]3[CH:23]=[C:22]([O:24][CH3:25])[CH:21]=[CH:20][C:18]=3[N:19]=2)=[CH:6][CH:5]=[C:4]([F:9])[C:3]=1[C:10]([NH2:12])=[O:11], predict the reactants needed to synthesize it. The reactants are: [F:1][C:2]1[C:7]([OH:8])=[CH:6][CH:5]=[C:4]([F:9])[C:3]=1[C:10]([NH2:12])=[O:11].Cl[CH2:14][C:15]1[S:16][C:17]2[CH:23]=[C:22]([O:24][CH3:25])[CH:21]=[CH:20][C:18]=2[N:19]=1. (4) Given the product [Br:25][C:18]1[CH:19]=[C:20]([CH:21]=[C:16]([NH:15][C:14]([C@@H:13]2[CH2:12][C@@H:11]3[C@@H:9]([CH2:10]3)[N:8]2[C:6](=[O:5])[NH:27][C:30]2[C:38]3[C:33](=[CH:34][CH:35]=[C:36]([O:39][CH3:40])[CH:37]=3)[N:32]([C:41](=[O:42])[NH2:43])[CH:31]=2)=[O:26])[CH:17]=1)[C:22]([OH:24])=[O:23], predict the reactants needed to synthesize it. The reactants are: C([O:5][C:6]([N:8]1[C@H:13]([C:14](=[O:26])[NH:15][C:16]2[CH:21]=[C:20]([C:22]([OH:24])=[O:23])[CH:19]=[C:18]([Br:25])[CH:17]=2)[CH2:12][C@@H:11]2[C@H:9]1[CH2:10]2)=O)(C)(C)C.[N:27]([C:30]1[C:38]2[C:33](=[CH:34][CH:35]=[C:36]([O:39][CH3:40])[CH:37]=2)[N:32]([C:41]([NH2:43])=[O:42])[CH:31]=1)=C=O.